From a dataset of Reaction yield outcomes from USPTO patents with 853,638 reactions. Predict the reaction yield, written as a fraction of the theoretical maximum amount of product (1.0 means a 100% yield; for example, 0.34 means a 34% yield). (1) The product is [Cl:33][C:30]1[CH:29]=[CH:28][C:27]([S:24]([CH:23]([C:34]2[CH:39]=[C:38]([F:40])[CH:37]=[CH:36][C:35]=2[F:41])[CH2:22]/[CH:21]=[CH:20]\[CH2:19][OH:18])(=[O:26])=[O:25])=[CH:32][CH:31]=1. The catalyst is O1CCCC1.CCCCCC. The yield is 0.580. The reactants are [Si]([O:18][CH2:19]/[CH:20]=[CH:21]\[CH2:22][CH:23]([C:34]1[CH:39]=[C:38]([F:40])[CH:37]=[CH:36][C:35]=1[F:41])[S:24]([C:27]1[CH:32]=[CH:31][C:30]([Cl:33])=[CH:29][CH:28]=1)(=[O:26])=[O:25])(C(C)(C)C)(C1C=CC=CC=1)C1C=CC=CC=1.[F-].C([N+](CCCC)(CCCC)CCCC)CCC.O. (2) The reactants are [CH2:1]([O:3][C:4](=[O:29])[CH2:5][CH2:6][C:7]1[N:8]([C:19]2[CH:24]=[CH:23][C:22]([C:25](=[O:27])[NH2:26])=[CH:21][C:20]=2[CH3:28])[C:9]([C:12]2[CH:17]=[CH:16][C:15]([NH2:18])=[CH:14][CH:13]=2)=[CH:10][CH:11]=1)[CH3:2].[C:30](O)(=[O:33])[CH2:31][OH:32].CN(C(ON1N=NC2C=CC=CC1=2)=[N+](C)C)C.[B-](F)(F)(F)F.C(Cl)CCl. The catalyst is CN(C)C=O.O. The product is [CH2:1]([O:3][C:4](=[O:29])[CH2:5][CH2:6][C:7]1[N:8]([C:19]2[CH:24]=[CH:23][C:22]([C:25](=[O:27])[NH2:26])=[CH:21][C:20]=2[CH3:28])[C:9]([C:12]2[CH:13]=[CH:14][C:15]([NH:18][C:31](=[O:32])[CH2:30][OH:33])=[CH:16][CH:17]=2)=[CH:10][CH:11]=1)[CH3:2]. The yield is 0.600. (3) The reactants are [CH3:1][S:2][C:3]1[N:8]=[C:7]([NH:9][CH2:10][CH2:11][CH3:12])[C:6]([C:13]([OH:15])=O)=[CH:5][N:4]=1.C(N1C=CN=C1)(N1C=CN=C1)=O.O.[NH2:29][NH2:30].O. The catalyst is C1COCC1. The product is [CH3:1][S:2][C:3]1[N:8]=[C:7]([NH:9][CH2:10][CH2:11][CH3:12])[C:6]([C:13]([NH:29][NH2:30])=[O:15])=[CH:5][N:4]=1. The yield is 0.840. (4) The reactants are [C:1]1([S:7]([N:10]2[C:18]3[CH:17]=[CH:16][N:15]=[C:14]([Br:19])[C:13]=3[CH:12]=[CH:11]2)(=[O:9])=[O:8])[CH:6]=[CH:5][CH:4]=[CH:3][CH:2]=1.[CH:20]([N-]C(C)C)(C)C.[Li+].CI. The catalyst is C1COCC1. The product is [C:1]1([S:7]([N:10]2[C:18]3[CH:17]=[CH:16][N:15]=[C:14]([Br:19])[C:13]=3[CH:12]=[C:11]2[CH3:20])(=[O:9])=[O:8])[CH:2]=[CH:3][CH:4]=[CH:5][CH:6]=1. The yield is 0.960. (5) The reactants are C([O:3][C:4]([C:6]1[CH:7]=[C:8]2[C:12](=[CH:13][CH:14]=1)[N:11]([CH:15]1[CH2:20][CH2:19][CH2:18][CH2:17][O:16]1)[N:10]=[C:9]2[C:21]1[O:22][C:23]2[CH:29]=[CH:28][CH:27]=[CH:26][C:24]=2[CH:25]=1)=[O:5])C.O1CCCC1.[OH-].[Na+].Cl. The catalyst is O.CO. The product is [O:22]1[C:23]2[CH:29]=[CH:28][CH:27]=[CH:26][C:24]=2[CH:25]=[C:21]1[C:9]1[C:8]2[C:12](=[CH:13][CH:14]=[C:6]([C:4]([OH:5])=[O:3])[CH:7]=2)[N:11]([CH:15]2[CH2:20][CH2:19][CH2:18][CH2:17][O:16]2)[N:10]=1. The yield is 0.400. (6) The catalyst is [Pd].C1(P(C2C=CC=CC=2)C2C=CC=CC=2)C=CC=CC=1.C1(P(C2C=CC=CC=2)C2C=CC=CC=2)C=CC=CC=1.C1(P(C2C=CC=CC=2)C2C=CC=CC=2)C=CC=CC=1.C1(P(C2C=CC=CC=2)C2C=CC=CC=2)C=CC=CC=1. The yield is 0.830. The reactants are [C:1]([O:5][C:6](=[O:25])[C:7]1[CH:12]=[C:11]([N:13]([S:20]([CH3:23])(=[O:22])=[O:21])[C:14]2[CH:19]=[CH:18][CH:17]=[CH:16][CH:15]=2)[CH:10]=[C:9](Br)[CH:8]=1)([CH3:4])([CH3:3])[CH3:2].[CH2:26]([Sn](CCCC)(CCCC)C#CC)[CH2:27][CH2:28]C.[C:42]1(C)C=CC=CC=1. The product is [C:1]([O:5][C:6](=[O:25])[C:7]1[CH:8]=[C:9]([C:26]#[C:27][CH3:28])[CH:10]=[C:11]([N:13]([S:20]([CH2:23][CH3:42])(=[O:22])=[O:21])[C:14]2[CH:19]=[CH:18][CH:17]=[CH:16][CH:15]=2)[CH:12]=1)([CH3:4])([CH3:3])[CH3:2].